Dataset: Reaction yield outcomes from USPTO patents with 853,638 reactions. Task: Predict the reaction yield, written as a fraction of the theoretical maximum amount of product (1.0 means a 100% yield; for example, 0.34 means a 34% yield). (1) The reactants are [CH:1]([C:4]1[CH:18]=[C:17]([O:19][CH3:20])[C:16]([N+:21]([O-])=O)=[CH:15][C:5]=1[O:6][C:7]1[C:8]([NH2:14])=[N:9][C:10]([NH2:13])=[N:11][CH:12]=1)([CH3:3])[CH3:2].CC(O)=O. The catalyst is CCO.[Pd]. The product is [NH2:21][C:16]1[C:17]([O:19][CH3:20])=[CH:18][C:4]([CH:1]([CH3:3])[CH3:2])=[C:5]([CH:15]=1)[O:6][C:7]1[C:8]([NH2:14])=[N:9][C:10]([NH2:13])=[N:11][CH:12]=1. The yield is 0.820. (2) The reactants are Br[C:2]1[N:7]=[C:6]([C:8]2[CH:9]=[C:10]([CH:16]=[CH:17][CH:18]=2)[C:11]([O:13][CH2:14][CH3:15])=[O:12])[CH:5]=[CH:4][CH:3]=1.[CH:19]([C:22]1[CH:27]=[CH:26][C:25](B(O)O)=[CH:24][CH:23]=1)([CH3:21])[CH3:20].C(=O)([O-])[O-].[Na+].[Na+]. The product is [CH:19]([C:22]1[CH:27]=[CH:26][C:25]([C:2]2[N:7]=[C:6]([C:8]3[CH:9]=[C:10]([CH:16]=[CH:17][CH:18]=3)[C:11]([O:13][CH2:14][CH3:15])=[O:12])[CH:5]=[CH:4][CH:3]=2)=[CH:24][CH:23]=1)([CH3:21])[CH3:20]. The catalyst is C(#N)C.O. The yield is 0.690. (3) The reactants are C([Al]([CH2:6][CH3:7])CC)C.[CH2:8]([S:10]([C:13]1[CH:14]=[C:15]([C:19]2[C:24]3[C:25]4[CH:31]=[C:30]([CH3:32])[CH:29]=[N:28][C:26]=4[NH:27][C:23]=3[C:22](C)=[N:21][CH:20]=2)[CH:16]=[CH:17][CH:18]=1)(=[O:12])=[O:11])[CH3:9]. No catalyst specified. The product is [CH2:8]([S:10]([C:13]1[CH:14]=[C:15]([C:19]2[C:24]3[C:25]4[CH:31]=[C:30]([CH3:32])[CH:29]=[N:28][C:26]=4[NH:27][C:23]=3[C:22]([CH2:6][CH3:7])=[N:21][CH:20]=2)[CH:16]=[CH:17][CH:18]=1)(=[O:11])=[O:12])[CH3:9]. The yield is 0.680.